This data is from Full USPTO retrosynthesis dataset with 1.9M reactions from patents (1976-2016). The task is: Predict the reactants needed to synthesize the given product. Given the product [OH:23][C:3]1([C:1]#[C:2][C:25]2[CH:26]=[C:27]([CH:30]=[CH:31][CH:32]=2)[C:28]#[N:29])[CH2:4][CH2:5][N:6]([C:9](=[O:22])[CH2:10][C:11]2[CH:16]=[CH:15][C:14]([N:17]3[CH:21]=[N:20][N:19]=[N:18]3)=[CH:13][CH:12]=2)[CH2:7][CH2:8]1, predict the reactants needed to synthesize it. The reactants are: [C:1]([C:3]1([OH:23])[CH2:8][CH2:7][N:6]([C:9](=[O:22])[CH2:10][C:11]2[CH:16]=[CH:15][C:14]([N:17]3[CH:21]=[N:20][N:19]=[N:18]3)=[CH:13][CH:12]=2)[CH2:5][CH2:4]1)#[CH:2].Br[C:25]1[CH:26]=[C:27]([CH:30]=[CH:31][CH:32]=1)[C:28]#[N:29].